Dataset: Peptide-MHC class I binding affinity with 185,985 pairs from IEDB/IMGT. Task: Regression. Given a peptide amino acid sequence and an MHC pseudo amino acid sequence, predict their binding affinity value. This is MHC class I binding data. The peptide sequence is KLFAAETLK. The MHC is HLA-B07:02 with pseudo-sequence HLA-B07:02. The binding affinity (normalized) is 0.0847.